From a dataset of Reaction yield outcomes from USPTO patents with 853,638 reactions. Predict the reaction yield, written as a fraction of the theoretical maximum amount of product (1.0 means a 100% yield; for example, 0.34 means a 34% yield). (1) The reactants are [O:1]1[CH:5]=[CH:4][CH:3]=[C:2]1[C:6]1[N:10]([C:11]2[CH:16]=[CH:15][C:14]([O:17][CH3:18])=[CH:13][CH:12]=2)[N:9]=[C:8]([C:19]([O:21]C(C)(C)C)=[O:20])[CH:7]=1.FC(F)(F)C(O)=O. The catalyst is ClCCl. The product is [O:1]1[CH:5]=[CH:4][CH:3]=[C:2]1[C:6]1[N:10]([C:11]2[CH:12]=[CH:13][C:14]([O:17][CH3:18])=[CH:15][CH:16]=2)[N:9]=[C:8]([C:19]([OH:21])=[O:20])[CH:7]=1. The yield is 0.960. (2) The reactants are [OH:1][CH2:2][C:3]1[CH:4]=[C:5]2[C:9](=[CH:10][CH:11]=1)[NH:8][C:7]([C:12]1[C:13]3[S:19][C:18]([C:20]([OH:22])=O)=[CH:17][C:14]=3[NH:15][N:16]=1)=[CH:6]2.C(N=C=NCCCN(C)C)C.ON1C2C=CC=CC=2N=N1.C(N(C(C)C)CC)(C)C.[F:53][C:54]1[CH:59]=[CH:58][C:57]([N:60]2[CH2:65][CH2:64][NH:63][CH2:62][CH2:61]2)=[CH:56][CH:55]=1. The catalyst is CN(C)C=O.C(OCC)(=O)C.CO. The product is [F:53][C:54]1[CH:55]=[CH:56][C:57]([N:60]2[CH2:65][CH2:64][N:63]([C:20]([C:18]3[S:19][C:13]4[C:12]([C:7]5[NH:8][C:9]6[C:5]([CH:6]=5)=[CH:4][C:3]([CH2:2][OH:1])=[CH:11][CH:10]=6)=[N:16][NH:15][C:14]=4[CH:17]=3)=[O:22])[CH2:62][CH2:61]2)=[CH:58][CH:59]=1. The yield is 0.560. (3) The reactants are [F:1][C:2]([F:24])([F:23])[O:3][C:4]1[CH:5]=[C:6]([C:10]2[C:14]3[CH:15]=[C:16]([C:19]([NH:21][NH2:22])=[O:20])[CH:17]=[CH:18][C:13]=3[O:12][CH:11]=2)[CH:7]=[CH:8][CH:9]=1.[Cl:25][CH2:26][C:27](OC)(OC)OC. No catalyst specified. The product is [Cl:25][CH2:26][C:27]1[O:20][C:19]([C:16]2[CH:17]=[CH:18][C:13]3[O:12][CH:11]=[C:10]([C:6]4[CH:7]=[CH:8][CH:9]=[C:4]([O:3][C:2]([F:23])([F:1])[F:24])[CH:5]=4)[C:14]=3[CH:15]=2)=[N:21][N:22]=1. The yield is 0.680. (4) The reactants are I[C:2]1[CH:7]=[CH:6][C:5]([O:8][CH3:9])=[CH:4][C:3]=1[C:10]([F:13])([F:12])[F:11].I[C:15]([F:22])([F:21])[C:16]([O:18][CH2:19][CH3:20])=[O:17].[Cl-].[NH4+]. The catalyst is CS(C)=O.[Cu]. The product is [F:21][C:15]([F:22])([C:2]1[CH:7]=[CH:6][C:5]([O:8][CH3:9])=[CH:4][C:3]=1[C:10]([F:13])([F:12])[F:11])[C:16]([O:18][CH2:19][CH3:20])=[O:17]. The yield is 0.760. (5) The reactants are C(OC([NH:8][C@@H:9]([C:13]([S:16][CH2:17][C:18]([O:20][CH3:21])=[O:19])([CH3:15])[CH3:14])[C:10]([OH:12])=O)=O)(C)(C)C.CN(C(ON1N=NC2C=CC=NC1=2)=[N+](C)C)C.F[P-](F)(F)(F)(F)F.[N+:46]([C:49]1[CH:58]=[C:57]2[C:52]([CH2:53][C@@H:54]([C:59]([NH:61][C@H:62]3[C:71]4[C:66](=[CH:67][CH:68]=[CH:69][CH:70]=4)[CH2:65][CH2:64][CH2:63]3)=[O:60])[NH:55][CH2:56]2)=[CH:51][CH:50]=1)([O-:48])=[O:47].CCN(C(C)C)C(C)C. The yield is 0.770. The catalyst is CN(C=O)C.CCOC(C)=O.O. The product is [NH2:8][C@H:9]([C:10]([N:55]1[C@H:54]([C:59](=[O:60])[NH:61][C@H:62]2[C:71]3[C:66](=[CH:67][CH:68]=[CH:69][CH:70]=3)[CH2:65][CH2:64][CH2:63]2)[CH2:53][C:52]2[C:57](=[CH:58][C:49]([N+:46]([O-:48])=[O:47])=[CH:50][CH:51]=2)[CH2:56]1)=[O:12])[C:13]([S:16][CH2:17][C:18]([O:20][CH3:21])=[O:19])([CH3:14])[CH3:15].